This data is from Full USPTO retrosynthesis dataset with 1.9M reactions from patents (1976-2016). The task is: Predict the reactants needed to synthesize the given product. (1) Given the product [CH:1]1[C:17]2[C:16]3[C:15]4[CH:14]=[CH:13][CH:12]=[CH:11][C:10]=4[NH:9][C:8]=3[C:7](=[O:18])[C:6](=[O:36])[C:5]=2[CH:4]=[CH:3][CH:2]=1, predict the reactants needed to synthesize it. The reactants are: [CH:1]1[C:17]2[C:16]3[C:15]4[CH:14]=[CH:13][CH:12]=[CH:11][C:10]=4[NH:9][C:8]=3[C:7]([OH:18])=[CH:6][C:5]=2[CH:4]=[CH:3][CH:2]=1.C1C2C3SC4C=CC=CC=4C=3C([OH:36])=CC=2C=CC=1. (2) Given the product [CH3:19][NH:20][C:14]([C:9]1[C:10]([N+:11]([O-:13])=[O:12])=[C:4]2[C:3](=[O:18])[N:2]([CH3:1])[CH2:7][CH2:6][N:5]2[N:8]=1)=[O:16], predict the reactants needed to synthesize it. The reactants are: [CH3:1][N:2]1[CH2:7][CH2:6][N:5]2[N:8]=[C:9]([C:14]([O:16]C)=O)[C:10]([N+:11]([O-:13])=[O:12])=[C:4]2[C:3]1=[O:18].[CH3:19][NH2:20].C(O)C. (3) Given the product [Cl:24][C:18]1[CH:17]=[C:16]([CH2:15][CH2:14][C:5]2([CH:9]3[CH2:13][CH2:12][CH2:11][CH2:10]3)[O:4][C:3](=[O:25])[C:2]([S:32][C:28]3[N:27]([CH3:26])[CH:31]=[N:30][N:29]=3)=[C:7]([OH:8])[CH2:6]2)[CH:21]=[CH:20][C:19]=1[O:22][CH3:23], predict the reactants needed to synthesize it. The reactants are: Cl[CH:2]1[C:7](=[O:8])[CH2:6][C:5]([CH2:14][CH2:15][C:16]2[CH:21]=[CH:20][C:19]([O:22][CH3:23])=[C:18]([Cl:24])[CH:17]=2)([CH:9]2[CH2:13][CH2:12][CH2:11][CH2:10]2)[O:4][C:3]1=[O:25].[CH3:26][N:27]1[CH:31]=[N:30][N:29]=[C:28]1[SH:32].